The task is: Predict the reactants needed to synthesize the given product.. This data is from Full USPTO retrosynthesis dataset with 1.9M reactions from patents (1976-2016). (1) Given the product [CH3:1][O:2][C:3](=[O:37])[CH2:4][CH2:5][CH:6]([NH:22][C:23](=[O:36])[CH2:24][CH2:25][CH2:26][CH2:27][CH2:28][CH2:29][C:30]1[CH:31]=[CH:32][CH:33]=[CH:34][CH:35]=1)[CH2:7][C:8]1[CH:13]=[CH:12][C:11]([OH:14])=[CH:10][CH:9]=1, predict the reactants needed to synthesize it. The reactants are: [CH3:1][O:2][C:3](=[O:37])[CH2:4][CH2:5][CH:6]([NH:22][C:23](=[O:36])[CH2:24][CH2:25][CH2:26][CH2:27][CH2:28][CH2:29][C:30]1[CH:35]=[CH:34][CH:33]=[CH:32][CH:31]=1)[CH2:7][C:8]1[CH:13]=[CH:12][C:11]([O:14]CC2C=CC=CC=2)=[CH:10][CH:9]=1.Cl. (2) Given the product [CH3:18][O:17][C:14]1[CH:15]=[CH:16][C:11]([CH2:10][N:4]2[CH2:5][CH2:6][CH2:7][C:8]3[N:30]=[C:28]([CH2:27][O:20][C:21]4[CH:26]=[CH:25][CH:24]=[CH:23][CH:22]=4)[S:29][C:2]=3[C:3]2=[O:19])=[CH:12][CH:13]=1, predict the reactants needed to synthesize it. The reactants are: Br[CH:2]1[C:8](=O)[CH2:7][CH2:6][CH2:5][N:4]([CH2:10][C:11]2[CH:16]=[CH:15][C:14]([O:17][CH3:18])=[CH:13][CH:12]=2)[C:3]1=[O:19].[O:20]([CH2:27][C:28]([NH2:30])=[S:29])[C:21]1[CH:26]=[CH:25][CH:24]=[CH:23][CH:22]=1.C([O-])(O)=O.[Na+]. (3) Given the product [CH3:38][O:37][C:31]1[CH:30]=[C:29]([C:25]2[O:26][C:27]([CH3:28])=[C:23]([CH2:22][N:12]3[C:13]4[C:9](=[C:8]([CH3:16])[C:7]([CH2:6][CH:5]([O:17][CH2:18][CH3:19])[C:4]([OH:3])=[O:20])=[CH:15][CH:14]=4)[CH:10]=[CH:11]3)[N:24]=2)[CH:34]=[C:33]([O:35][CH3:36])[CH:32]=1, predict the reactants needed to synthesize it. The reactants are: C([O:3][C:4](=[O:20])[CH:5]([O:17][CH2:18][CH3:19])[CH2:6][C:7]1[C:8]([CH3:16])=[C:9]2[C:13](=[CH:14][CH:15]=1)[NH:12][CH:11]=[CH:10]2)C.Cl[CH2:22][C:23]1[N:24]=[C:25]([C:29]2[CH:34]=[C:33]([O:35][CH3:36])[CH:32]=[C:31]([O:37][CH3:38])[CH:30]=2)[O:26][C:27]=1[CH3:28]. (4) Given the product [CH3:7][O:6][C:4]([C:3]1([O:2][CH3:1])[CH2:8][CH2:11][N:12]([CH2:18][C:19]2[CH:20]=[CH:21][CH:22]=[CH:23][CH:24]=2)[CH2:13]1)=[O:5], predict the reactants needed to synthesize it. The reactants are: [CH3:1][O:2][C:3](=[CH2:8])[C:4]([O:6][CH3:7])=[O:5].CO[CH2:11][N:12]([CH2:18][C:19]1[CH:24]=[CH:23][CH:22]=[CH:21][CH:20]=1)[CH2:13][Si](C)(C)C.FC(F)(F)C(O)=O.